Dataset: Full USPTO retrosynthesis dataset with 1.9M reactions from patents (1976-2016). Task: Predict the reactants needed to synthesize the given product. (1) Given the product [CH3:12][O:11][C:4]1[CH:5]=[CH:6][C:7]([N+:8]([O-:10])=[O:9])=[C:2]([C:21]2[CH2:26][C:25]([CH3:28])([CH3:27])[CH2:24][C:23]([CH3:30])([CH3:29])[CH:22]=2)[CH:3]=1, predict the reactants needed to synthesize it. The reactants are: I[C:2]1[CH:3]=[C:4]([O:11][CH3:12])[CH:5]=[CH:6][C:7]=1[N+:8]([O-:10])=[O:9].CC1(C)C(C)(C)OB([C:21]2[CH2:26][C:25]([CH3:28])([CH3:27])[CH2:24][C:23]([CH3:30])([CH3:29])[CH:22]=2)O1.P([O-])([O-])([O-])=O.[K+].[K+].[K+].O. (2) The reactants are: [CH3:1][O:2][C:3]1[CH:12]=[CH:11][C:10]([N:13]2[CH:17]=[N:16][N:15]=[N:14]2)=[CH:9][C:4]=1[C:5]([O:7]C)=[O:6].[OH-].[Na+].O. Given the product [CH3:1][O:2][C:3]1[CH:12]=[CH:11][C:10]([N:13]2[CH:17]=[N:16][N:15]=[N:14]2)=[CH:9][C:4]=1[C:5]([OH:7])=[O:6], predict the reactants needed to synthesize it. (3) Given the product [CH3:16][C:6]1[C:7]([C:8]2[CH:13]=[CH:12][C:11]([OH:14])=[CH:10][C:9]=2[CH3:15])=[C:2]([CH3:1])[N+:3]([O-:22])=[CH:4][N:5]=1, predict the reactants needed to synthesize it. The reactants are: [CH3:1][C:2]1[C:7]([C:8]2[CH:13]=[CH:12][C:11]([OH:14])=[CH:10][C:9]=2[CH3:15])=[C:6]([CH3:16])[N:5]=[CH:4][N:3]=1.ClC1C=C(C=CC=1)C(OO)=[O:22]. (4) Given the product [F:14][C:12]1[CH:13]=[C:8]([C:6]2[CH:5]=[CH:4][N:3]=[C:2]([NH:22][C:21]3[N:17]([CH3:16])[N:18]=[CH:19][CH:20]=3)[N:7]=2)[CH:9]=[C:10]([F:15])[N:11]=1, predict the reactants needed to synthesize it. The reactants are: Cl[C:2]1[N:7]=[C:6]([C:8]2[CH:13]=[C:12]([F:14])[N:11]=[C:10]([F:15])[CH:9]=2)[CH:5]=[CH:4][N:3]=1.[CH3:16][N:17]1[C:21]([NH2:22])=[CH:20][CH:19]=[N:18]1.C([O-])([O-])=O.[Cs+].[Cs+].CC1(C)C2C(=C(P(C3C=CC=CC=3)C3C=CC=CC=3)C=CC=2)OC2C(P(C3C=CC=CC=3)C3C=CC=CC=3)=CC=CC1=2.